Dataset: Peptide-MHC class I binding affinity with 185,985 pairs from IEDB/IMGT. Task: Regression. Given a peptide amino acid sequence and an MHC pseudo amino acid sequence, predict their binding affinity value. This is MHC class I binding data. (1) The peptide sequence is FHPQNGQFI. The MHC is H-2-Db with pseudo-sequence H-2-Db. The binding affinity (normalized) is 0.582. (2) The peptide sequence is MPSEDGAEAL. The MHC is HLA-B53:01 with pseudo-sequence HLA-B53:01. The binding affinity (normalized) is 0.311. (3) The peptide sequence is AVSFRNLAY. The MHC is HLA-A26:01 with pseudo-sequence HLA-A26:01. The binding affinity (normalized) is 0.434. (4) The peptide sequence is TFIRSTMSL. The MHC is HLA-A23:01 with pseudo-sequence HLA-A23:01. The binding affinity (normalized) is 0.482.